This data is from Reaction yield outcomes from USPTO patents with 853,638 reactions. The task is: Predict the reaction yield, written as a fraction of the theoretical maximum amount of product (1.0 means a 100% yield; for example, 0.34 means a 34% yield). (1) No catalyst specified. The reactants are [ClH:1].[NH2:2][C:3]1[N:8]=[CH:7][C:6](/[CH:9]=[CH:10]/[C:11]([OH:13])=O)=[CH:5][C:4]=1[CH2:14][N:15]1[CH2:20][CH2:19][N:18]([CH3:21])[CH2:17][CH2:16]1.Cl.CN1CC2C=C(/C=C/C(O)=O)C=NC=2NC(=O)C1.[CH3:41][NH:42][CH2:43][C:44]1[S:48][C:47]2[CH:49]=[CH:50][CH:51]=[CH:52][C:46]=2[C:45]=1[CH3:53].CNCC1C=CC2C(=CC=CC=2)C=1CCC. The product is [ClH:1].[NH2:2][C:3]1[N:8]=[CH:7][C:6](/[CH:9]=[CH:10]/[C:11]([N:42]([CH3:41])[CH2:43][C:44]2[S:48][C:47]3[CH:49]=[CH:50][CH:51]=[CH:52][C:46]=3[C:45]=2[CH3:53])=[O:13])=[CH:5][C:4]=1[CH2:14][N:15]1[CH2:20][CH2:19][N:18]([CH3:21])[CH2:17][CH2:16]1. The yield is 0.460. (2) The reactants are [CH3:1][O:2][C:3]1[CH:4]=[C:5]2[C:10](=[CH:11][C:12]=1[O:13][CH3:14])[N:9]=[CH:8][N:7]=[C:6]2[O:15][C:16]1[CH:22]=[CH:21][C:19]([NH2:20])=[CH:18][CH:17]=1.C(N(CC)CC)C.ClC(Cl)(O[C:34](=[O:40])OC(Cl)(Cl)Cl)Cl.[NH2:42][C:43]1[S:44][C:45]([CH3:48])=[CH:46][N:47]=1. The catalyst is C(Cl)(Cl)Cl.O. The product is [CH3:1][O:2][C:3]1[CH:4]=[C:5]2[C:10](=[CH:11][C:12]=1[O:13][CH3:14])[N:9]=[CH:8][N:7]=[C:6]2[O:15][C:16]1[CH:22]=[CH:21][C:19]([NH:20][C:34]([NH:42][C:43]2[S:44][C:45]([CH3:48])=[CH:46][N:47]=2)=[O:40])=[CH:18][CH:17]=1. The yield is 0.382. (3) The reactants are [Cl-].O[NH3+:3].[C:4](=[O:7])([O-])[OH:5].[Na+].CS(C)=O.[CH2:13]([C:17]1[N:18]=[C:19]([CH3:48])[N:20]([C:39]2[CH:44]=[CH:43][C:42]([O:45][CH3:46])=[C:41]([F:47])[CH:40]=2)[C:21](=[O:38])[C:22]=1[CH2:23][C:24]1[CH:29]=[CH:28][C:27]([C:30]2[C:31]([C:36]#[N:37])=[CH:32][CH:33]=[CH:34][CH:35]=2)=[CH:26][CH:25]=1)[CH2:14][CH2:15][CH3:16]. The catalyst is O.C(OCC)(=O)C. The product is [CH2:13]([C:17]1[N:18]=[C:19]([CH3:48])[N:20]([C:39]2[CH:44]=[CH:43][C:42]([O:45][CH3:46])=[C:41]([F:47])[CH:40]=2)[C:21](=[O:38])[C:22]=1[CH2:23][C:24]1[CH:25]=[CH:26][C:27]([C:30]2[CH:35]=[CH:34][CH:33]=[CH:32][C:31]=2[C:36]2[NH:3][C:4](=[O:7])[O:5][N:37]=2)=[CH:28][CH:29]=1)[CH2:14][CH2:15][CH3:16]. The yield is 0.690. (4) The reactants are C(OC([N:11]1[CH2:15][CH2:14][CH:13]([C@@H:16]2[CH2:18][C@@H:17]2[NH:19][C:20]([O:22][C:23]([CH3:26])([CH3:25])[CH3:24])=[O:21])[CH2:12]1)=O)C1C=CC=CC=1.[H][H]. The catalyst is [Pd].C(O)C. The product is [C:23]([O:22][C:20]([NH:19][C@H:17]1[CH2:18][C@H:16]1[CH:13]1[CH2:14][CH2:15][NH:11][CH2:12]1)=[O:21])([CH3:26])([CH3:24])[CH3:25]. The yield is 0.997. (5) The reactants are [NH2:1][C:2]1[C:3]([C:9]([O:11]C)=[O:10])=[N:4][C:5]([Br:8])=[CH:6][N:7]=1.[OH-].[Li+].Cl. The catalyst is CO.O. The product is [NH2:1][C:2]1[C:3]([C:9]([OH:11])=[O:10])=[N:4][C:5]([Br:8])=[CH:6][N:7]=1. The yield is 0.990. (6) The reactants are [NH2:1][CH2:2][C:3]1[CH:8]=[CH:7][C:6]([C:9]([NH:11][C:12]2[CH:17]=[CH:16][CH:15]=[CH:14][C:13]=2[C:18](=[O:27])[NH:19][C:20]2[CH:25]=[CH:24][C:23]([Cl:26])=[CH:22][N:21]=2)=[O:10])=[CH:5][CH:4]=1.[CH3:28][N:29]1[CH2:33][CH2:32][N:31]=[C:30]1SC.CCN(CC)CC. The catalyst is N1C=CC=CC=1. The product is [Cl:26][C:23]1[CH:24]=[CH:25][C:20]([NH:19][C:18]([C:13]2[CH:14]=[CH:15][CH:16]=[CH:17][C:12]=2[NH:11][C:9]([C:6]2[CH:5]=[CH:4][C:3]([CH2:2][NH:1][C:30]3[N:29]([CH3:28])[CH2:33][CH2:32][N:31]=3)=[CH:8][CH:7]=2)=[O:10])=[O:27])=[N:21][CH:22]=1. The yield is 0.650.